From a dataset of Reaction yield outcomes from USPTO patents with 853,638 reactions. Predict the reaction yield, written as a fraction of the theoretical maximum amount of product (1.0 means a 100% yield; for example, 0.34 means a 34% yield). The product is [OH:10][C:7]1[C:6]([CH3:11])=[C:5]2[C:3](=[C:2]([CH3:1])[C:8]=1[CH3:9])[O:4][C:3](=[O:4])[CH2:2][C:8]2([CH3:9])[CH3:7]. The yield is 0.750. The reactants are [CH3:1][C:2]1[C:8]([CH3:9])=[C:7]([OH:10])[C:6]([CH3:11])=[CH:5][C:3]=1[OH:4]. The catalyst is CS(O)(=O)=O.